Dataset: Forward reaction prediction with 1.9M reactions from USPTO patents (1976-2016). Task: Predict the product of the given reaction. (1) Given the reactants [Cl:1][C:2]1[N:7]=[C:6](Cl)[C:5]([N+:9]([O-:11])=[O:10])=[CH:4][N:3]=1.[C:12]([OH:21])(=[O:20])[C:13]1[C:14](=[CH:16][CH:17]=[CH:18][CH:19]=1)[NH2:15].C(N(CC)C(C)C)(C)C, predict the reaction product. The product is: [Cl:1][C:2]1[N:7]=[C:6]([NH:15][C:14]2[CH:16]=[CH:17][CH:18]=[CH:19][C:13]=2[C:12]([OH:21])=[O:20])[C:5]([N+:9]([O-:11])=[O:10])=[CH:4][N:3]=1. (2) Given the reactants [NH2:1][C:2]1[C:16]([O:17][CH3:18])=[CH:15][C:5]2[CH2:6][CH2:7][N:8]([CH2:11][C@@H:12]([OH:14])[CH3:13])[CH2:9][CH2:10][C:4]=2[CH:3]=1.C([Si](C)(C)[O:24][C@@H:25]1[CH2:29][CH2:28][N:27]([S:30]([C:33]2[CH:38]=[CH:37][CH:36]=[CH:35][C:34]=2[NH:39][C:40]2[C:45]([Cl:46])=[CH:44][N:43]=[C:42](Cl)[N:41]=2)(=[O:32])=[O:31])[CH2:26]1)(C)(C)C, predict the reaction product. The product is: [Cl:46][C:45]1[C:40]([NH:39][C:34]2[CH:35]=[CH:36][CH:37]=[CH:38][C:33]=2[S:30]([N:27]2[CH2:28][CH2:29][C@@H:25]([OH:24])[CH2:26]2)(=[O:31])=[O:32])=[N:41][C:42]([NH:1][C:2]2[C:16]([O:17][CH3:18])=[CH:15][C:5]3[CH2:6][CH2:7][N:8]([CH2:11][C@@H:12]([OH:14])[CH3:13])[CH2:9][CH2:10][C:4]=3[CH:3]=2)=[N:43][CH:44]=1. (3) Given the reactants [C:1]([N:4]([C:8]1[C:17]2[C:12](=[N:13][C:14]([C:25]3[CH:30]=[CH:29][CH:28]=[CH:27][C:26]=3[Cl:31])=[C:15]([C:18]3[CH:23]=[CH:22][C:21]([Cl:24])=[CH:20][CH:19]=3)[CH:16]=2)[N:11]([CH2:32][CH:33]([CH3:35])[CH3:34])[C:10](=[O:36])[C:9]=1[Cl:37])C(=O)C)(=[O:3])[CH3:2].CO.C1COCC1, predict the reaction product. The product is: [Cl:37][C:9]1[C:10](=[O:36])[N:11]([CH2:32][CH:33]([CH3:34])[CH3:35])[C:12]2[C:17]([C:8]=1[NH:4][C:1](=[O:3])[CH3:2])=[CH:16][C:15]([C:18]1[CH:19]=[CH:20][C:21]([Cl:24])=[CH:22][CH:23]=1)=[C:14]([C:25]1[CH:30]=[CH:29][CH:28]=[CH:27][C:26]=1[Cl:31])[N:13]=2. (4) The product is: [CH2:2]([N:5]([O:6][CH2:7][CH2:8][CH3:9])[C:18](=[O:19])[CH2:17][Br:16])[CH2:3][CH3:4]. Given the reactants Cl.[CH2:2]([NH:5][O:6][CH2:7][CH2:8][CH3:9])[CH2:3][CH3:4].N1C=CC=CC=1.[Br:16][CH2:17][C:18](Br)=[O:19], predict the reaction product. (5) Given the reactants C[O:2][C:3](=[O:39])[CH2:4][CH2:5][NH:6][C:7](=[O:38])[C:8]1[CH:13]=[CH:12][C:11]([CH:14]([O:22]C2C=CC(B3OC(C)(C)C(C)(C)O3)=CC=2)[CH2:15][CH2:16][CH2:17][C:18]([F:21])([F:20])[F:19])=[CH:10][CH:9]=1.Br[C:41]1[C:46]([C:47]([CH3:50])([CH3:49])[CH3:48])=[CH:45][C:44]([C:51]([CH3:54])([CH3:53])[CH3:52])=[CH:43][C:42]=1[C:55]([CH3:58])([CH3:57])[CH3:56], predict the reaction product. The product is: [C:55]([C:42]1[CH:43]=[C:44]([C:51]([CH3:54])([CH3:53])[CH3:52])[CH:45]=[C:46]([C:47]([CH3:50])([CH3:49])[CH3:48])[C:41]=1[O:22][CH:14]([C:11]1[CH:12]=[CH:13][C:8]([C:7]([NH:6][CH2:5][CH2:4][C:3]([OH:39])=[O:2])=[O:38])=[CH:9][CH:10]=1)[CH2:15][CH2:16][CH2:17][C:18]([F:21])([F:20])[F:19])([CH3:58])([CH3:57])[CH3:56]. (6) Given the reactants Cl[C:2]1[N:7]=[C:6]([N:8]2[CH:12]=[C:11]([CH3:13])[N:10]=[C:9]2[CH2:14][CH2:15][C:16]([F:19])([F:18])[F:17])[C:5]([N+:20]([O-:22])=[O:21])=[CH:4][CH:3]=1.[OH-].[K+].[F:25][C:26]([F:30])([F:29])[CH2:27][OH:28], predict the reaction product. The product is: [CH3:13][C:11]1[N:10]=[C:9]([CH2:14][CH2:15][C:16]([F:19])([F:18])[F:17])[N:8]([C:6]2[C:5]([N+:20]([O-:22])=[O:21])=[CH:4][CH:3]=[C:2]([O:28][CH2:27][C:26]([F:30])([F:29])[F:25])[N:7]=2)[CH:12]=1. (7) Given the reactants [N+:1]([C:4]1[CH:12]=[CH:11][C:7]2=[N:8][S:9][N:10]=[C:6]2[CH:5]=1)([O-])=O.Cl[Sn]Cl.O, predict the reaction product. The product is: [NH2:1][C:4]1[CH:12]=[CH:11][C:7]2=[N:8][S:9][N:10]=[C:6]2[CH:5]=1. (8) Given the reactants C(OC([N:8]1[CH2:13][CH2:12][CH:11]([O:14][C:15]2[CH:23]=[C:22]3[C:18]([CH2:19][N:20]4[C:26]([C:27]5[C:28]([C:33]6[CH:38]=[CH:37][CH:36]=[CH:35][CH:34]=6)=[N:29][O:30][C:31]=5[CH3:32])=[N:25][N:24]=[C:21]43)=[CH:17][CH:16]=2)[CH2:10][CH2:9]1)=O)(C)(C)C, predict the reaction product. The product is: [CH3:32][C:31]1[O:30][N:29]=[C:28]([C:33]2[CH:34]=[CH:35][CH:36]=[CH:37][CH:38]=2)[C:27]=1[C:26]1[N:20]2[CH2:19][C:18]3[C:22]([C:21]2=[N:24][N:25]=1)=[CH:23][C:15]([O:14][CH:11]1[CH2:12][CH2:13][NH:8][CH2:9][CH2:10]1)=[CH:16][CH:17]=3.